Dataset: Forward reaction prediction with 1.9M reactions from USPTO patents (1976-2016). Task: Predict the product of the given reaction. (1) Given the reactants [Li:1]CCCC.CCCCCC.[CH:12]([NH:15][CH:16]([CH3:18])[CH3:17])([CH3:14])[CH3:13].[Br:19][C:20]1[CH:25]=[CH:24][CH:23]=[C:22]([CH3:26])[N:21]=1.CN([CH:30]=[O:31])C.CC(O)=O.[BH4-].[Na+], predict the reaction product. The product is: [Li+:1].[CH3:13][CH:12]([N-:15][CH:16]([CH3:18])[CH3:17])[CH3:14].[Br:19][C:20]1[N:21]=[C:22]([CH2:26][CH2:30][OH:31])[CH:23]=[CH:24][CH:25]=1. (2) Given the reactants [F:1][C:2]1[CH:3]=[C:4]2[C:9](=[CH:10][CH:11]=1)[N:8]=[C:7]([CH:12]([NH2:14])[CH3:13])[C:6]([C:15]1[CH:20]=[CH:19][CH:18]=[CH:17][CH:16]=1)=[C:5]2[S:21]([CH3:24])(=[O:23])=[O:22].[NH2:25][C:26]1[C:31]([C:32]#[N:33])=[C:30](Cl)[N:29]=[CH:28][N:27]=1.CCN(C(C)C)C(C)C, predict the reaction product. The product is: [NH2:25][C:26]1[C:31]([C:32]#[N:33])=[C:30]([NH:14][CH:12]([C:7]2[C:6]([C:15]3[CH:20]=[CH:19][CH:18]=[CH:17][CH:16]=3)=[C:5]([S:21]([CH3:24])(=[O:23])=[O:22])[C:4]3[C:9](=[CH:10][CH:11]=[C:2]([F:1])[CH:3]=3)[N:8]=2)[CH3:13])[N:29]=[CH:28][N:27]=1. (3) Given the reactants [F:1][C:2]1[C:11]([F:12])=[CH:10][C:9]([NH2:13])=[C:8]2[C:3]=1[CH:4]=[CH:5][CH:6]=[N:7]2.[C:14]1([S:20](Cl)(=[O:22])=[O:21])[CH:19]=[CH:18][CH:17]=[CH:16][CH:15]=1, predict the reaction product. The product is: [F:1][C:2]1[C:11]([F:12])=[CH:10][C:9]([NH:13][S:20]([C:14]2[CH:19]=[CH:18][CH:17]=[CH:16][CH:15]=2)(=[O:22])=[O:21])=[C:8]2[C:3]=1[CH:4]=[CH:5][CH:6]=[N:7]2. (4) Given the reactants [Br:1][C:2]1[CH:3]=[C:4]([NH:13][CH:14]2[CH2:19][CH2:18][N:17]([CH3:20])[CH2:16][CH2:15]2)[C:5]([CH3:12])=[C:6]([CH:11]=1)[C:7]([O:9][CH3:10])=[O:8].[C:21](=O)([O-])[O-].[Cs+].[Cs+].CI, predict the reaction product. The product is: [Br:1][C:2]1[CH:3]=[C:4]([N:13]([CH3:21])[CH:14]2[CH2:19][CH2:18][N:17]([CH3:20])[CH2:16][CH2:15]2)[C:5]([CH3:12])=[C:6]([CH:11]=1)[C:7]([O:9][CH3:10])=[O:8].